From a dataset of Reaction yield outcomes from USPTO patents with 853,638 reactions. Predict the reaction yield, written as a fraction of the theoretical maximum amount of product (1.0 means a 100% yield; for example, 0.34 means a 34% yield). (1) The catalyst is C1COCC1. The product is [ClH:43].[CH3:31][O:30][C:26]1[CH:25]=[C:24]([S:23][C:8]2[C:9]([NH:12][C:13]3[S:17][N:16]=[C:15]([CH:18]4[CH2:22][CH2:21][CH2:20][O:19]4)[N:14]=3)=[N:10][CH:11]=[C:6]([O:5][C:4]3[CH:32]=[CH:33][CH:34]=[CH:2][CH:3]=3)[CH:7]=2)[CH:29]=[CH:28][CH:27]=1. The reactants are Br[C:2]1[CH:3]=[C:4]([CH:32]=[CH:33][CH:34]=1)[O:5][C:6]1[CH:7]=[C:8]([S:23][C:24]2[CH:29]=[CH:28][CH:27]=[C:26]([O:30][CH3:31])[CH:25]=2)[C:9]([NH:12][C:13]2[S:17][N:16]=[C:15]([CH:18]3[CH2:22][CH2:21][CH2:20][O:19]3)[N:14]=2)=[N:10][CH:11]=1.C[Li].C([Li])CCC.[NH4+].[Cl-:43]. The yield is 0.950. (2) The reactants are [CH2:1]=[CH:2][N:3]1[C:7](=[O:8])[CH2:6][CH2:5][CH2:4]1.N(C(C)(C)C#N)=N[C:11](C)(C)C#N.[C:21]([O:25][CH2:26][CH2:27][CH2:28]C)(=[O:24])[CH:22]=[CH2:23].CCCCCC. The catalyst is CN(C)C=O. The product is [CH:2]([N:3]1[CH2:4][CH2:5][CH2:6][C:7]1=[O:8])=[CH2:1].[C:21]([O:25][CH:26]([CH2:27][CH3:28])[CH3:11])(=[O:24])[CH:22]=[CH2:23]. The yield is 0.940.